From a dataset of Forward reaction prediction with 1.9M reactions from USPTO patents (1976-2016). Predict the product of the given reaction. Given the reactants [CH3:1][C:2]1([CH2:8][C:9]([F:12])([F:11])[F:10])[CH2:6][O:5][C:4](=[O:7])[NH:3]1.C(O[Cl:18])(C)(C)C, predict the reaction product. The product is: [Cl:18][N:3]1[C:2]([CH3:1])([CH2:8][C:9]([F:12])([F:10])[F:11])[CH2:6][O:5][C:4]1=[O:7].